Dataset: Reaction yield outcomes from USPTO patents with 853,638 reactions. Task: Predict the reaction yield, written as a fraction of the theoretical maximum amount of product (1.0 means a 100% yield; for example, 0.34 means a 34% yield). (1) The yield is 0.0600. The product is [Cl:26][C:27]1[CH:35]=[CH:34][C:30]2[O:31][CH2:32][O:33][C:29]=2[C:28]=1[NH:36][C:2]1[CH:11]=[CH:10][N:9]=[C:8]2[C:3]=1[C:4]1[CH:16]=[CH:15][C:14]([O:17][CH2:18][CH2:19][N:20]3[CH2:25][CH2:24][O:23][CH2:22][CH2:21]3)=[CH:13][C:5]=1[C:6](=[O:12])[NH:7]2. No catalyst specified. The reactants are Cl[C:2]1[CH:11]=[CH:10][N:9]=[C:8]2[C:3]=1[C:4]1[CH:16]=[CH:15][C:14]([O:17][CH2:18][CH2:19][N:20]3[CH2:25][CH2:24][O:23][CH2:22][CH2:21]3)=[CH:13][C:5]=1[C:6](=[O:12])[NH:7]2.[Cl:26][C:27]1[CH:35]=[CH:34][C:30]2[O:31][CH2:32][O:33][C:29]=2[C:28]=1[NH2:36]. (2) The reactants are [CH3:1][C:2]1[N:7]=[C:6]([N:8]2[CH2:11][CH:10]([NH2:12])[CH2:9]2)[CH:5]=[C:4]([C:13]([F:16])([F:15])[F:14])[CH:3]=1.[Br:17][C:18]1[CH:23]=[CH:22][CH:21]=[CH:20][C:19]=1[N:24]=[C:25]=[O:26]. The catalyst is ClCCl. The product is [Br:17][C:18]1[CH:23]=[CH:22][CH:21]=[CH:20][C:19]=1[NH:24][C:25]([NH:12][CH:10]1[CH2:11][N:8]([C:6]2[CH:5]=[C:4]([C:13]([F:14])([F:16])[F:15])[CH:3]=[C:2]([CH3:1])[N:7]=2)[CH2:9]1)=[O:26]. The yield is 0.640. (3) The reactants are [CH:1](NC(C)C)(C)[CH3:2].C([Li])CCC.[CH3:13][CH:14]1[CH2:18][CH2:17][O:16][C:15]1=[O:19].C(Br)=C. The catalyst is O1CCCC1. The product is [CH3:13][C:14]1([CH:1]=[CH2:2])[CH2:18][CH2:17][O:16][C:15]1=[O:19]. The yield is 0.480. (4) The reactants are [F:1][C:2]1[C:7]([O:8][CH3:9])=[CH:6][C:5]([O:10][CH3:11])=[C:4]([F:12])[C:3]=1[N:13]1[CH2:18][C:17]2[CH:19]=[N:20][C:21]3[N:25]([S:26]([C:29]4[CH:34]=[CH:33][CH:32]=[CH:31][CH:30]=4)(=[O:28])=[O:27])[CH:24]=[CH:23][C:22]=3[C:16]=2[N:15]([CH3:35])[C:14]1=[O:36].C([N-]C(C)C)(C)C.[Li+].CN(C)[CH:47]=[O:48]. The catalyst is O1CCCC1. The product is [F:1][C:2]1[C:7]([O:8][CH3:9])=[CH:6][C:5]([O:10][CH3:11])=[C:4]([F:12])[C:3]=1[N:13]1[CH2:18][C:17]2[CH:19]=[N:20][C:21]3[N:25]([S:26]([C:29]4[CH:30]=[CH:31][CH:32]=[CH:33][CH:34]=4)(=[O:27])=[O:28])[C:24]([CH:47]=[O:48])=[CH:23][C:22]=3[C:16]=2[N:15]([CH3:35])[C:14]1=[O:36]. The yield is 0.780. (5) The reactants are Br[C:2]1[CH:3]=[C:4]([C:9]([F:12])([F:11])[F:10])[CH:5]=[C:6](F)[CH:7]=1.[NH:13]1[CH2:17][CH2:16][CH2:15][CH2:14]1.CCN(C(C)C)C(C)C.NC1C=CC=CC=1.Cl.[C:35]([N:43]1[CH2:48][CH2:47][NH:46][CH2:45][CH2:44]1)(=[O:42])[C:36]1[CH:41]=[CH:40][CH:39]=[CH:38][CH:37]=1.CC([O-])(C)C.[Na+].C1C=CC(P(C2C(C3C(P(C4C=CC=CC=4)C4C=CC=CC=4)=CC=C4C=3C=CC=C4)=C3C(C=CC=C3)=CC=2)C2C=CC=CC=2)=CC=1. The catalyst is O.CCOC(C)=O.C1C=CC(/C=C/C(/C=C/C2C=CC=CC=2)=O)=CC=1.C1C=CC(/C=C/C(/C=C/C2C=CC=CC=2)=O)=CC=1.C1C=CC(/C=C/C(/C=C/C2C=CC=CC=2)=O)=CC=1.[Pd].[Pd].CN1C(=O)CCC1. The product is [C:36]1([C:35]([N:43]2[CH2:44][CH2:45][N:46]([C:2]3[CH:3]=[C:4]([C:9]([F:12])([F:11])[F:10])[CH:5]=[C:6]([N:13]4[CH2:17][CH2:16][CH2:15][CH2:14]4)[CH:7]=3)[CH2:47][CH2:48]2)=[O:42])[CH:37]=[CH:38][CH:39]=[CH:40][CH:41]=1. The yield is 0.0880. (6) The reactants are [NH2:1][C:2]1[CH:9]=[CH:8][CH:7]=[C:6]([O:10][C@H:11]2[CH2:16][CH2:15][C@H:14]([NH:17][C:18]3[N:23]=[CH:22][CH:21]=[CH:20][N:19]=3)[CH2:13][CH2:12]2)[C:3]=1[C:4]#[N:5].[C:24]([O:30][CH2:31][CH3:32])(=[O:29])[CH2:25][C:26]([CH3:28])=O. No catalyst specified. The product is [NH2:5][C:4]1[C:3]2[C:2](=[CH:9][CH:8]=[CH:7][C:6]=2[O:10][C@H:11]2[CH2:16][CH2:15][C@H:14]([NH:17][C:18]3[N:19]=[CH:20][CH:21]=[CH:22][N:23]=3)[CH2:13][CH2:12]2)[N:1]=[C:26]([CH3:28])[C:25]=1[C:24]([O:30][CH2:31][CH3:32])=[O:29]. The yield is 0.150.